Dataset: Catalyst prediction with 721,799 reactions and 888 catalyst types from USPTO. Task: Predict which catalyst facilitates the given reaction. Reactant: [OH-].[K+].[C:3]([C:7]1[C:8]([OH:16])=[CH:9][C:10]([CH3:15])=[C:11]([CH:14]=1)[CH:12]=[O:13])([CH3:6])([CH3:5])[CH3:4].[CH3:17][N:18]([CH3:22])[C:19](Cl)=[S:20].CN(C)C(Cl)=S.C1COCC1. Product: [C:3]([C:7]1[CH:14]=[C:11]([CH:12]=[O:13])[C:10]([CH3:15])=[CH:9][C:8]=1[O:16][C:19](=[S:20])[N:18]([CH3:22])[CH3:17])([CH3:6])([CH3:5])[CH3:4]. The catalyst class is: 90.